Task: Binary Classification. Given a T-cell receptor sequence (or CDR3 region) and an epitope sequence, predict whether binding occurs between them.. Dataset: TCR-epitope binding with 47,182 pairs between 192 epitopes and 23,139 TCRs (1) The epitope is LLLGIGILV. The TCR CDR3 sequence is CASSLNVGGEDTQYF. Result: 1 (the TCR binds to the epitope). (2) The epitope is EEHVQIHTI. The TCR CDR3 sequence is CAPTPEGGGQGQPQHF. Result: 0 (the TCR does not bind to the epitope). (3) The epitope is YIFFASFYY. The TCR CDR3 sequence is CASSRALGLFF. Result: 1 (the TCR binds to the epitope). (4) The epitope is LEPLVDLPI. The TCR CDR3 sequence is CASSQVGLGGAYTGELFF. Result: 1 (the TCR binds to the epitope). (5) The epitope is NLVPMVATV. The TCR CDR3 sequence is CASSPPGPLKADTQYF. Result: 1 (the TCR binds to the epitope).